Dataset: Forward reaction prediction with 1.9M reactions from USPTO patents (1976-2016). Task: Predict the product of the given reaction. (1) Given the reactants [CH2:1]([N:3]1[C:12]2[C:7](=[CH:8][C:9]([C:13]3[CH:14]=[N:15][C:16]([NH:28][C:29](=[O:33])[NH:30][CH2:31][CH3:32])=[CH:17][C:18]=3[C:19]3[S:20][CH:21]=[C:22]([C:24]([F:27])([F:26])[F:25])[N:23]=3)=[CH:10][N:11]=2)[C:6](=[O:34])[C:5]([C:35]([O:37][CH2:38][CH2:39][CH2:40][O:41][P:42]([O:52]CC2C=CC=CC=2)([O:44]CC2C=CC=CC=2)=[O:43])=[O:36])=[CH:4]1)[CH3:2].C[Si](Br)(C)C.O, predict the reaction product. The product is: [CH2:1]([N:3]1[C:12]2[C:7](=[CH:8][C:9]([C:13]3[CH:14]=[N:15][C:16]([NH:28][C:29](=[O:33])[NH:30][CH2:31][CH3:32])=[CH:17][C:18]=3[C:19]3[S:20][CH:21]=[C:22]([C:24]([F:27])([F:26])[F:25])[N:23]=3)=[CH:10][N:11]=2)[C:6](=[O:34])[C:5]([C:35]([O:37][CH2:38][CH2:39][CH2:40][O:41][P:42]([OH:44])([OH:52])=[O:43])=[O:36])=[CH:4]1)[CH3:2]. (2) Given the reactants [CH3:1][C:2]1[C:12]([CH3:13])=[CH:11][C:10]([CH3:14])=[CH:9][C:3]=1[O:4][CH2:5][C:6](O)=[O:7], predict the reaction product. The product is: [CH3:14][C:10]1[C:9]2[C:6](=[O:7])[CH2:5][O:4][C:3]=2[C:2]([CH3:1])=[C:12]([CH3:13])[CH:11]=1. (3) Given the reactants [CH2:1]([O:8][C:9]1[CH:10]=[C:11]([CH:24]=[C:25]([O:27][CH2:28][C:29]2[CH:34]=[CH:33][CH:32]=[CH:31][CH:30]=2)[CH:26]=1)[C:12]1[O:13][C:14]2[C:19]([C:20](=[O:22])[CH:21]=1)=[CH:18][CH:17]=[C:16]([OH:23])[CH:15]=2)[C:2]1[CH:7]=[CH:6][CH:5]=[CH:4][CH:3]=1.[OH-:35].[Na+].[C:37]1([CH3:43])C=CC=C[CH:38]=1, predict the reaction product. The product is: [CH2:28]([O:27][C:25]1[CH:24]=[C:11]([CH:10]=[C:9]([O:8][CH2:1][C:2]2[CH:3]=[CH:4][CH:5]=[CH:6][CH:7]=2)[CH:26]=1)[C:12]1[O:13][C:14]2[C:19]([C:20](=[O:22])[CH:21]=1)=[CH:18][CH:17]=[C:16]([O:23][CH2:43][CH:37]1[O:35][CH2:38]1)[CH:15]=2)[C:29]1[CH:34]=[CH:33][CH:32]=[CH:31][CH:30]=1. (4) Given the reactants C(Cl)(Cl)Cl.[F:5][C:6]([F:11])([F:10])[C:7]([OH:9])=[O:8].C([O:16][C:17](=[O:54])[CH2:18][O:19][C:20]1[CH:25]=[C:24]([CH3:26])[C:23]([C:27]2[CH:32]=[CH:31][CH:30]=[C:29]([S:33]([C:36]3[CH:40]=[C:39]([C:41]([NH:43]C(OC(C)(C)C)=O)=[NH:42])[S:38][C:37]=3[S:51][CH3:52])(=[O:35])=[O:34])[CH:28]=2)=[C:22]([CH3:53])[CH:21]=1)(C)(C)C, predict the reaction product. The product is: [F:5][C:6]([F:11])([F:10])[C:7]([OH:9])=[O:8].[C:41]([C:39]1[S:38][C:37]([S:51][CH3:52])=[C:36]([S:33]([C:29]2[CH:28]=[C:27]([C:23]3[C:24]([CH3:26])=[CH:25][C:20]([O:19][CH2:18][C:17]([OH:54])=[O:16])=[CH:21][C:22]=3[CH3:53])[CH:32]=[CH:31][CH:30]=2)(=[O:35])=[O:34])[CH:40]=1)(=[NH:42])[NH2:43].